Dataset: Merck oncology drug combination screen with 23,052 pairs across 39 cell lines. Task: Regression. Given two drug SMILES strings and cell line genomic features, predict the synergy score measuring deviation from expected non-interaction effect. (1) Drug 1: O=C(NOCC(O)CO)c1ccc(F)c(F)c1Nc1ccc(I)cc1F. Drug 2: CCc1c2c(nc3ccc(O)cc13)-c1cc3c(c(=O)n1C2)COC(=O)C3(O)CC. Cell line: NCIH23. Synergy scores: synergy=-5.57. (2) Drug 1: CN1C(=O)C=CC2(C)C3CCC4(C)C(NC(=O)OCC(F)(F)F)CCC4C3CCC12. Drug 2: CN(C)C(=N)N=C(N)N. Cell line: UACC62. Synergy scores: synergy=-28.6. (3) Drug 1: NC1(c2ccc(-c3nc4ccn5c(=O)[nH]nc5c4cc3-c3ccccc3)cc2)CCC1. Drug 2: O=C(NOCC(O)CO)c1ccc(F)c(F)c1Nc1ccc(I)cc1F. Cell line: UWB1289. Synergy scores: synergy=74.3. (4) Drug 1: Nc1ccn(C2OC(CO)C(O)C2(F)F)c(=O)n1. Drug 2: C=CCn1c(=O)c2cnc(Nc3ccc(N4CCN(C)CC4)cc3)nc2n1-c1cccc(C(C)(C)O)n1. Cell line: A2058. Synergy scores: synergy=22.5. (5) Drug 1: COC12C(COC(N)=O)C3=C(C(=O)C(C)=C(N)C3=O)N1CC1NC12. Drug 2: O=C(CCCCCCC(=O)Nc1ccccc1)NO. Cell line: SKOV3. Synergy scores: synergy=25.6.